Predict the reactants needed to synthesize the given product. From a dataset of Full USPTO retrosynthesis dataset with 1.9M reactions from patents (1976-2016). (1) Given the product [C:37]([NH:36][CH2:35][CH2:34][S:33][C:2]1[CH:7]=[CH:6][N:5]2[C:8]([C:11]([NH:13][C:14]3[CH:22]=[CH:21][CH:20]=[C:19]4[C:15]=3[C:16]([CH2:31][CH3:32])=[N:17][N:18]4[CH2:23][C:24]3[CH:29]=[CH:28][CH:27]=[C:26]([CH3:30])[N:25]=3)=[O:12])=[CH:9][N:10]=[C:4]2[CH:3]=1)(=[O:39])[CH3:38], predict the reactants needed to synthesize it. The reactants are: F[C:2]1[CH:7]=[CH:6][N:5]2[C:8]([C:11]([NH:13][C:14]3[CH:22]=[CH:21][CH:20]=[C:19]4[C:15]=3[C:16]([CH2:31][CH3:32])=[N:17][N:18]4[CH2:23][C:24]3[CH:29]=[CH:28][CH:27]=[C:26]([CH3:30])[N:25]=3)=[O:12])=[CH:9][N:10]=[C:4]2[CH:3]=1.[SH:33][CH2:34][CH2:35][NH:36][C:37](=[O:39])[CH3:38].CC(C)([O-])C.[K+]. (2) Given the product [CH2:42]([O:41][C:39]([NH:49][C@@H:50]([CH2:51][CH2:52][S:53][CH3:54])[C:55]([NH:12][C@H:13]1[CH2:22][CH2:21][C:16]2([O:20][CH2:19][CH2:18][O:17]2)[CH2:15][C@H:14]1[C:23]([O:25][CH2:26][CH3:27])=[O:24])=[O:56])=[O:40])[C:43]1[CH:44]=[CH:45][CH:46]=[CH:47][CH:48]=1, predict the reactants needed to synthesize it. The reactants are: C1(C)C=CC(S(O)(=O)=O)=CC=1.[NH2:12][C@H:13]1[CH2:22][CH2:21][C:16]2([O:20][CH2:19][CH2:18][O:17]2)[CH2:15][C@H:14]1[C:23]([O:25][CH2:26][CH3:27])=[O:24].O.ON1C2C=CC=CC=2N=N1.[C:39]([NH:49][C@H:50]([C:55](O)=[O:56])[CH2:51][CH2:52][S:53][CH3:54])([O:41][CH2:42][C:43]1[CH:48]=[CH:47][CH:46]=[CH:45][CH:44]=1)=[O:40].C(#N)C. (3) Given the product [F:22][C:23]([F:37])([F:38])[C:24]1[CH:25]=[C:26]([NH:34][C:35]([N:12]2[CH2:13][CH2:14][N:9]([C:4]3[CH:5]=[CH:6][CH:7]=[CH:8][C:3]=3[C:1]#[N:2])[CH2:10][CH2:11]2)=[O:36])[CH:27]=[C:28]([C:30]([F:33])([F:31])[F:32])[CH:29]=1, predict the reactants needed to synthesize it. The reactants are: [C:1]([C:3]1[CH:8]=[CH:7][CH:6]=[CH:5][C:4]=1[N:9]1[CH2:14][CH2:13][NH:12][CH2:11][CH2:10]1)#[N:2].C(N(CC)CC)C.[F:22][C:23]([F:38])([F:37])[C:24]1[CH:25]=[C:26]([N:34]=[C:35]=[O:36])[CH:27]=[C:28]([C:30]([F:33])([F:32])[F:31])[CH:29]=1. (4) Given the product [Br:12][C:13]1[CH:17]=[C:16]([S:18]([NH:1][C:2]2[C:3]([OH:11])=[C:4]([CH:8]=[CH:9][CH:10]=2)[C:5]([OH:7])=[O:6])(=[O:20])=[O:19])[S:15][C:14]=1[Cl:22], predict the reactants needed to synthesize it. The reactants are: [NH2:1][C:2]1[CH:10]=[CH:9][CH:8]=[C:4]([C:5]([OH:7])=[O:6])[C:3]=1[OH:11].[Br:12][C:13]1[CH:17]=[C:16]([S:18](Cl)(=[O:20])=[O:19])[S:15][C:14]=1[Cl:22].C([O-])([O-])=O.[Na+].[Na+].CCOC(C)=O. (5) Given the product [CH:29]([C:27]1[O:28][C:24]([C:6]2[CH:7]=[CH:8][C:9]([S:12]([NH2:14])=[O:13])=[CH:10][CH:11]=2)=[CH:25][CH:26]=1)=[O:30], predict the reactants needed to synthesize it. The reactants are: C([Sn](CCCC)(CCCC)[C:6]1[CH:11]=[CH:10][C:9]([S:12]([NH2:14])=[O:13])=[CH:8][CH:7]=1)CCC.Br[C:24]1[O:28][C:27]([CH:29]=[O:30])=[CH:26][CH:25]=1.C(OCC)C. (6) Given the product [NH2:9][C:3]1[C:2]([C:14]2[CH:15]=[CH:16][C:11]([OH:10])=[CH:12][CH:13]=2)=[N:7][C:6]([Br:8])=[CH:5][N:4]=1, predict the reactants needed to synthesize it. The reactants are: Br[C:2]1[C:3]([NH2:9])=[N:4][CH:5]=[C:6]([Br:8])[N:7]=1.[OH:10][C:11]1[CH:16]=[CH:15][C:14](B(O)O)=[CH:13][CH:12]=1.C([O-])([O-])=O.[Na+].[Na+]. (7) The reactants are: [CH3:1][O:2][C:3]([C@H:5]1[C@H:9]([C:10]2[CH:15]=[CH:14][CH:13]=[C:12]([Br:16])[CH:11]=2)[CH2:8][N:7](CC2C=CC=CC=2)[CH2:6]1)=[O:4]. Given the product [CH3:1][O:2][C:3]([C@H:5]1[C@H:9]([C:10]2[CH:15]=[CH:14][CH:13]=[C:12]([Br:16])[CH:11]=2)[CH2:8][NH:7][CH2:6]1)=[O:4], predict the reactants needed to synthesize it.